From a dataset of NCI-60 drug combinations with 297,098 pairs across 59 cell lines. Regression. Given two drug SMILES strings and cell line genomic features, predict the synergy score measuring deviation from expected non-interaction effect. (1) Drug 1: CC(C1=C(C=CC(=C1Cl)F)Cl)OC2=C(N=CC(=C2)C3=CN(N=C3)C4CCNCC4)N. Drug 2: C1CC(C1)(C(=O)O)C(=O)O.[NH2-].[NH2-].[Pt+2]. Cell line: SF-295. Synergy scores: CSS=27.9, Synergy_ZIP=-4.95, Synergy_Bliss=-1.30, Synergy_Loewe=-5.79, Synergy_HSA=1.31. (2) Drug 1: C1=NC2=C(N=C(N=C2N1C3C(C(C(O3)CO)O)O)F)N. Drug 2: CC1=C(C=C(C=C1)C(=O)NC2=CC(=CC(=C2)C(F)(F)F)N3C=C(N=C3)C)NC4=NC=CC(=N4)C5=CN=CC=C5. Cell line: UACC-257. Synergy scores: CSS=0.151, Synergy_ZIP=-0.00396, Synergy_Bliss=-0.463, Synergy_Loewe=-1.00, Synergy_HSA=-1.30. (3) Cell line: HCT-15. Drug 1: CC1CCC2CC(C(=CC=CC=CC(CC(C(=O)C(C(C(=CC(C(=O)CC(OC(=O)C3CCCCN3C(=O)C(=O)C1(O2)O)C(C)CC4CCC(C(C4)OC)OCCO)C)C)O)OC)C)C)C)OC. Synergy scores: CSS=5.33, Synergy_ZIP=2.33, Synergy_Bliss=8.45, Synergy_Loewe=2.93, Synergy_HSA=2.92. Drug 2: C(CCl)NC(=O)N(CCCl)N=O.